This data is from Catalyst prediction with 721,799 reactions and 888 catalyst types from USPTO. The task is: Predict which catalyst facilitates the given reaction. (1) Reactant: C([N:8]1[CH2:13][CH2:12][C:11]([CH2:15][N:16]([CH3:27])[C:17]2[CH:26]=[CH:25][C:20]([C:21]([O:23][CH3:24])=[O:22])=[CH:19][CH:18]=2)([OH:14])[CH2:10][CH2:9]1)C1C=CC=CC=1. Product: [OH:14][C:11]1([CH2:15][N:16]([CH3:27])[C:17]2[CH:26]=[CH:25][C:20]([C:21]([O:23][CH3:24])=[O:22])=[CH:19][CH:18]=2)[CH2:12][CH2:13][NH:8][CH2:9][CH2:10]1. The catalyst class is: 43. (2) Reactant: [CH3:1][O:2][C:3]1[CH:29]=[C:28]([O:30][CH3:31])[CH:27]=[CH:26][C:4]=1[CH2:5][NH:6][S:7]([CH2:10][C:11]1[CH:16]=[CH:15][C:14]([CH2:17][C:18]([N:20]2[CH2:25][CH2:24][O:23][CH2:22][CH2:21]2)=O)=[CH:13][CH:12]=1)(=[O:9])=[O:8].[H-].[Al+3].[Li+].[H-].[H-].[H-].O.[OH-].[Na+]. Product: [CH3:1][O:2][C:3]1[CH:29]=[C:28]([O:30][CH3:31])[CH:27]=[CH:26][C:4]=1[CH2:5][NH:6][S:7]([CH2:10][C:11]1[CH:12]=[CH:13][C:14]([CH2:17][CH2:18][N:20]2[CH2:25][CH2:24][O:23][CH2:22][CH2:21]2)=[CH:15][CH:16]=1)(=[O:9])=[O:8]. The catalyst class is: 1.